From a dataset of Reaction yield outcomes from USPTO patents with 853,638 reactions. Predict the reaction yield, written as a fraction of the theoretical maximum amount of product (1.0 means a 100% yield; for example, 0.34 means a 34% yield). (1) The reactants are [F:1][C:2]1[C:7]2[O:8][CH2:9][O:10][C:6]=2[CH:5]=[C:4]([CH2:11]O)[CH:3]=1.C([O-])(O)=O.[Na+].O=S(Cl)[Cl:20]. No catalyst specified. The product is [Cl:20][CH2:11][C:4]1[CH:3]=[C:2]([F:1])[C:7]2[O:8][CH2:9][O:10][C:6]=2[CH:5]=1. The yield is 0.920. (2) The reactants are [Cl:1][C:2]1[S:6][C:5]([C:7]([OH:9])=[O:8])=[CH:4][C:3]=1[C:10]1[N:14]([CH3:15])[N:13]=[CH:12][CH:11]=1.C1C(=O)N([Br:23])C(=O)C1. The catalyst is O1CCCC1. The product is [Br:23][C:11]1[CH:12]=[N:13][N:14]([CH3:15])[C:10]=1[C:3]1[CH:4]=[C:5]([C:7]([OH:9])=[O:8])[S:6][C:2]=1[Cl:1]. The yield is 0.790. (3) The reactants are [N:1]1[C:10]2[C:5](=[CH:6][CH:7]=[CH:8][C:9]=2[OH:11])[CH:4]=[CH:3][CH:2]=1.O[C@@H:13]([CH3:18])[C:14]([O:16][CH3:17])=[O:15].C1C=CC(P(C2C=CC=CC=2)C2C=CC=CC=2)=CC=1.CCOC(/N=N/C(OCC)=O)=O.Cl. The catalyst is C1COCC1. The product is [N:1]1[C:10]2[C:5](=[CH:6][CH:7]=[CH:8][C:9]=2[O:11][C@H:13]([CH3:18])[C:14]([O:16][CH3:17])=[O:15])[CH:4]=[CH:3][CH:2]=1. The yield is 0.625. (4) The reactants are C[O:2][C:3](=[O:27])[CH:4]([C:11]1[CH:16]=[CH:15][C:14]([N:17]2[C:21]([CH3:22])=[N:20][N:19]=[N:18]2)=[C:13]([C:23]([F:26])([F:25])[F:24])[CH:12]=1)[CH2:5][CH:6]1[CH2:10][CH2:9][CH2:8][CH2:7]1.[OH-].[Na+]. The catalyst is C(O)C. The product is [CH:6]1([CH2:5][CH:4]([C:11]2[CH:16]=[CH:15][C:14]([N:17]3[C:21]([CH3:22])=[N:20][N:19]=[N:18]3)=[C:13]([C:23]([F:24])([F:26])[F:25])[CH:12]=2)[C:3]([OH:27])=[O:2])[CH2:10][CH2:9][CH2:8][CH2:7]1. The yield is 0.930. (5) The product is [C:18]([O:21][CH2:22][C:23]1[C:24]([N:32]2[CH2:43][CH2:42][N:41]3[C:34](=[CH:35][C:36]4[CH2:37][C:38]([CH3:45])([CH3:44])[CH2:39][C:40]=43)[C:33]2=[O:46])=[N:25][CH:26]=[CH:27][C:28]=1[C:13]1[N:14]=[C:9]([NH:8][C:4]2[CH:5]=[CH:6][CH:7]=[C:2]([NH2:1])[CH:3]=2)[C:10](=[O:17])[N:11]([CH3:16])[CH:12]=1)(=[O:20])[CH3:19]. The yield is 0.380. The catalyst is O.C1C=CC(P(C2C=CC=CC=2)[C-]2C=CC=C2)=CC=1.C1C=CC(P(C2C=CC=CC=2)[C-]2C=CC=C2)=CC=1.Cl[Pd]Cl.[Fe+2].C(#N)C. The reactants are [NH2:1][C:2]1[CH:3]=[C:4]([NH:8][C:9]2[C:10](=[O:17])[N:11]([CH3:16])[CH:12]=[C:13](Br)[N:14]=2)[CH:5]=[CH:6][CH:7]=1.[C:18]([O:21][CH2:22][C:23]1[C:24]([N:32]2[CH2:43][CH2:42][N:41]3[C:34](=[CH:35][C:36]4[CH2:37][C:38]([CH3:45])([CH3:44])[CH2:39][C:40]=43)[C:33]2=[O:46])=[N:25][CH:26]=[CH:27][C:28]=1B(O)O)(=[O:20])[CH3:19].C([O-])(=O)C.[K+].[O-]P([O-])([O-])=O.[K+].[K+].[K+]. (6) The reactants are [C:1]([NH:6][C:7]1[NH:8][C:9](=[O:42])[C:10]2[N:11]=[CH:12][N:13]([C@@H:16]3[O:28][C@H:27]([CH2:29][O:30][C:31]4(C(=O)C(C)C)[CH2:36][CH2:35][CH2:34][CH2:33][O:32]4)[C@@H:19]([O:20][CH:21]4[CH2:26][CH2:25][CH2:24][CH2:23][O:22]4)[C@@H:17]3[OH:18])[C:14]=2[N:15]=1)(=[O:5])[CH:2]([CH3:4])[CH3:3].[OH-].[Na+].C(O)(=O)C.C([O-])(O)=O.[Na+]. The catalyst is N1C=CC=CC=1.CO.O.CCO.CO. The product is [C:1]([NH:6][C:7]1[NH:8][C:9](=[O:42])[C:10]2[N:11]=[CH:12][N:13]([C@@H:16]3[O:28][C@H:27]([CH2:29][O:30][CH:31]4[CH2:36][CH2:35][CH2:34][CH2:33][O:32]4)[C@@H:19]([O:20][CH:21]4[CH2:26][CH2:25][CH2:24][CH2:23][O:22]4)[C@@H:17]3[OH:18])[C:14]=2[N:15]=1)(=[O:5])[CH:2]([CH3:4])[CH3:3]. The yield is 0.783. (7) The reactants are [OH:1][C:2]1[CH:3]=[C:4]([CH:9]=[CH:10][CH:11]=1)[C:5]([O:7][CH3:8])=[O:6].N1C(C)=CC=CC=1C.[F:20][C:21]([F:34])([F:33])[S:22](O[S:22]([C:21]([F:34])([F:33])[F:20])(=[O:24])=[O:23])(=[O:24])=[O:23]. The catalyst is C(Cl)Cl. The product is [F:20][C:21]([F:34])([F:33])[S:22]([O:1][C:2]1[CH:3]=[C:4]([CH:9]=[CH:10][CH:11]=1)[C:5]([O:7][CH3:8])=[O:6])(=[O:24])=[O:23]. The yield is 0.980.